Task: Predict the reactants needed to synthesize the given product.. Dataset: Full USPTO retrosynthesis dataset with 1.9M reactions from patents (1976-2016) (1) Given the product [OH:1][C:2]([C:13]1[CH:18]=[CH:17][C:16]([N:19]([CH2:29][CH:30]([CH3:32])[CH3:31])[S:20]([C:23]2[CH:28]=[CH:27][CH:26]=[CH:25][CH:24]=2)(=[O:22])=[O:21])=[CH:15][CH:14]=1)([C:9]([F:12])([F:11])[F:10])[C:3]#[CH:4], predict the reactants needed to synthesize it. The reactants are: [OH:1][C:2]([C:13]1[CH:18]=[CH:17][C:16]([N:19]([CH2:29][CH:30]([CH3:32])[CH3:31])[S:20]([C:23]2[CH:28]=[CH:27][CH:26]=[CH:25][CH:24]=2)(=[O:22])=[O:21])=[CH:15][CH:14]=1)([C:9]([F:12])([F:11])[F:10])[C:3]#[C:4][Si](C)(C)C.[F-].C([N+](CCCC)(CCCC)CCCC)CCC. (2) The reactants are: [F:1][C:2]1[CH:15]=[CH:14][C:5]([O:6][C:7]2[CH:13]=[CH:12][C:10]([NH2:11])=[CH:9][CH:8]=2)=[C:4]([CH3:16])[CH:3]=1.C(OC([N:24]1[CH2:28][C@H:27]([CH2:29][C:30]2[CH:35]=[CH:34][C:33]([F:36])=[CH:32][CH:31]=2)[CH2:26][C@H:25]1[C:37](O)=[O:38])=O)(C)(C)C. Given the product [F:1][C:2]1[CH:15]=[CH:14][C:5]([O:6][C:7]2[CH:13]=[CH:12][C:10]([NH:11][C:37]([C@@H:25]3[CH2:26][C@@H:27]([CH2:29][C:30]4[CH:31]=[CH:32][C:33]([F:36])=[CH:34][CH:35]=4)[CH2:28][NH:24]3)=[O:38])=[CH:9][CH:8]=2)=[C:4]([CH3:16])[CH:3]=1, predict the reactants needed to synthesize it. (3) Given the product [Br:28][C:23]1[CH:22]=[C:21]2[C:26]([C:17]([NH:16][C:10]3[CH:11]=[CH:12][C:13]([F:15])=[CH:14][C:9]=3[OH:8])=[N:18][CH:19]=[N:20]2)=[C:25]([CH3:27])[CH:24]=1, predict the reactants needed to synthesize it. The reactants are: C([O:8][C:9]1[CH:14]=[C:13]([F:15])[CH:12]=[CH:11][C:10]=1[NH:16][C:17]1[C:26]2[C:21](=[CH:22][C:23]([Br:28])=[CH:24][C:25]=2[CH3:27])[N:20]=[CH:19][N:18]=1)C1C=CC=CC=1.B(Br)(Br)Br.O. (4) Given the product [CH3:22][O:23][C:24]1[CH:32]=[C:31]([O:33][CH3:34])[CH:30]=[CH:29][C:25]=1[C:26]([NH:17][C:12]1[C:11]([NH:10][C:8](=[O:9])[C:7]2[CH:6]=[CH:5][C:4]([O:3][CH3:2])=[CH:19][CH:18]=2)=[CH:16][CH:15]=[CH:14][CH:13]=1)=[O:27], predict the reactants needed to synthesize it. The reactants are: Cl.[CH3:2][O:3][C:4]1[CH:19]=[CH:18][C:7]([C:8]([NH:10][C:11]2[C:12]([NH2:17])=[CH:13][CH:14]=[CH:15][CH:16]=2)=[O:9])=[CH:6][CH:5]=1.[OH-].[Na+].[CH3:22][O:23][C:24]1[CH:32]=[C:31]([O:33][CH3:34])[CH:30]=[CH:29][C:25]=1[C:26](Cl)=[O:27]. (5) Given the product [Br:9][C:6]1[CH:5]=[C:4]([F:10])[C:3]2[O:11][CH2:19][C:20](=[O:21])[NH:1][C:2]=2[C:7]=1[CH3:8], predict the reactants needed to synthesize it. The reactants are: [NH2:1][C:2]1[C:7]([CH3:8])=[C:6]([Br:9])[CH:5]=[C:4]([F:10])[C:3]=1[OH:11].C(=O)([O-])[O-].[K+].[K+].Br[CH2:19][C:20](Br)=[O:21].O. (6) Given the product [O:19]([C:20]1[CH:25]=[CH:24][C:23]([S:26]([NH:1][C:2]2[S:3][CH:4]=[C:5]([CH2:7][C:8]([O:10][CH2:11][CH3:12])=[O:9])[N:6]=2)(=[O:28])=[O:27])=[CH:22][CH:21]=1)[C:16]1[CH:15]=[CH:14][CH:13]=[CH:18][CH:17]=1, predict the reactants needed to synthesize it. The reactants are: [NH2:1][C:2]1[S:3][CH:4]=[C:5]([CH2:7][C:8]([O:10][CH2:11][CH3:12])=[O:9])[N:6]=1.[CH:13]1[CH:18]=[CH:17][C:16]([O:19][C:20]2[CH:25]=[CH:24][C:23]([S:26](Cl)(=[O:28])=[O:27])=[CH:22][CH:21]=2)=[CH:15][CH:14]=1.